From a dataset of Forward reaction prediction with 1.9M reactions from USPTO patents (1976-2016). Predict the product of the given reaction. Given the reactants [Br:1][C:2]1[CH:3]=[C:4]([CH2:8][OH:9])[CH:5]=[N:6][CH:7]=1.C[Si]([N-][Si](C)(C)C)(C)C.[Na+].I[CH2:21][CH3:22].CN(C=O)C, predict the reaction product. The product is: [Br:1][C:2]1[CH:3]=[C:4]([CH2:8][OH:9])[CH:5]=[N:6][CH:7]=1.[Br:1][C:2]1[CH:7]=[N:6][CH:5]=[C:4]([CH2:8][O:9][CH2:21][CH3:22])[CH:3]=1.